From a dataset of Full USPTO retrosynthesis dataset with 1.9M reactions from patents (1976-2016). Predict the reactants needed to synthesize the given product. (1) Given the product [C:1]([O:5][C:6]([N:8]1[CH2:9][CH2:10][CH:11]([NH:14][C:15]2[N:20]=[CH:19][C:18]([O:21][S:32]([CH3:31])(=[O:34])=[O:33])=[CH:17][N:16]=2)[CH2:12][CH2:13]1)=[O:7])([CH3:4])([CH3:2])[CH3:3], predict the reactants needed to synthesize it. The reactants are: [C:1]([O:5][C:6]([N:8]1[CH2:13][CH2:12][CH:11]([NH:14][C:15]2[N:20]=[CH:19][C:18]([OH:21])=[CH:17][N:16]=2)[CH2:10][CH2:9]1)=[O:7])([CH3:4])([CH3:3])[CH3:2].C(N(C(C)C)C(C)C)C.[CH3:31][S:32](Cl)(=[O:34])=[O:33]. (2) Given the product [N:36]1([C:33]2[CH:34]=[CH:35][C:30]([CH2:29][CH2:28][N:25]3[CH2:26][CH2:27][C@@H:23]([N:8]4[C:7]5[CH:6]=[CH:5][CH:4]=[CH:3][C:13]=5[CH2:12][O:11][C:10]5[CH:14]=[CH:15][CH:16]=[CH:17][C:9]4=5)[CH2:24]3)=[CH:31][CH:32]=2)[CH2:40][CH2:39][CH2:38][CH2:37]1, predict the reactants needed to synthesize it. The reactants are: [H-].[Na+].[CH:3]1[C:13]2[CH2:12][O:11][C:10]3[CH:14]=[CH:15][CH:16]=[CH:17][C:9]=3[NH:8][C:7]=2[CH:6]=[CH:5][CH:4]=1.CS(O[C@H:23]1[CH2:27][CH2:26][N:25]([CH2:28][CH2:29][C:30]2[CH:35]=[CH:34][C:33]([N:36]3[CH2:40][CH2:39][CH2:38][CH2:37]3)=[CH:32][CH:31]=2)[CH2:24]1)(=O)=O.[Cl-].[Na+]. (3) The reactants are: [O:1]1[C:5]2[CH:6]=[CH:7][C:8]([C:10]3[S:11][CH:12]=[C:13]([C:15](Cl)=[O:16])[N:14]=3)=[CH:9][C:4]=2[CH2:3][CH2:2]1.[CH:18]([S:21][C:22]1[N:26]=[C:25]([NH2:27])[NH:24][N:23]=1)([CH3:20])[CH3:19]. Given the product [O:1]1[C:5]2[CH:6]=[CH:7][C:8]([C:10]3[S:11][CH:12]=[C:13]([C:15]([NH:27][C:25]4[NH:24][N:23]=[C:22]([S:21][CH:18]([CH3:20])[CH3:19])[N:26]=4)=[O:16])[N:14]=3)=[CH:9][C:4]=2[CH2:3][CH2:2]1, predict the reactants needed to synthesize it. (4) Given the product [CH3:32][C:33]1[CH:47]=[CH:46][C:45]([CH3:48])=[CH:44][C:34]=1[O:35][C:36]1[CH:37]=[CH:38][C:39]([CH2:40][NH:41][C:4](=[O:6])[C:3]2[CH:7]=[CH:8][CH:9]=[N:10][C:2]=2[NH2:1])=[CH:42][CH:43]=1, predict the reactants needed to synthesize it. The reactants are: [NH2:1][C:2]1[N:10]=[CH:9][CH:8]=[CH:7][C:3]=1[C:4]([OH:6])=O.ON1C2C=CC=CC=2N=N1.CCN=C=NCCCN(C)C.[CH3:32][C:33]1[CH:47]=[CH:46][C:45]([CH3:48])=[CH:44][C:34]=1[O:35][C:36]1[CH:43]=[CH:42][C:39]([CH2:40][NH2:41])=[CH:38][CH:37]=1.C(=O)(O)[O-].[Na+]. (5) Given the product [CH2:26]([N:25]([CH2:18][C:19]1[CH:24]=[CH:23][CH:22]=[CH:21][CH:20]=1)[CH:6]1[CH2:5][CH:4]([C:9]([O:11][CH2:12][CH3:13])=[O:10])[CH:3]([CH2:1][CH3:2])[CH2:7]1)[C:27]1[CH:32]=[CH:31][CH:30]=[CH:29][CH:28]=1, predict the reactants needed to synthesize it. The reactants are: [CH2:1]([CH:3]1[CH2:7][C:6](=O)[CH2:5][CH:4]1[C:9]([O:11][CH2:12][CH3:13])=[O:10])[CH3:2].CC(O)=O.[CH2:18]([NH:25][CH2:26][C:27]1[CH:32]=[CH:31][CH:30]=[CH:29][CH:28]=1)[C:19]1[CH:24]=[CH:23][CH:22]=[CH:21][CH:20]=1.C(O[BH-](OC(=O)C)OC(=O)C)(=O)C.[Na+].C([O-])(O)=O.[Na+]. (6) Given the product [F:1][C:2]1[CH:7]=[CH:6][C:5]([CH2:8][CH2:9][NH:10][CH2:17][C:16]2[CH:15]=[CH:14][C:13]([C:12]([F:11])([F:21])[F:22])=[CH:20][CH:19]=2)=[CH:4][CH:3]=1, predict the reactants needed to synthesize it. The reactants are: [F:1][C:2]1[CH:7]=[CH:6][C:5]([CH2:8][CH2:9][NH2:10])=[CH:4][CH:3]=1.[F:11][C:12]([F:22])([F:21])[C:13]1[CH:20]=[CH:19][C:16]([CH:17]=O)=[CH:15][CH:14]=1.[BH4-].[Na+]. (7) Given the product [NH2:1][C:2]1[CH:3]=[C:4]([CH:8]2[N:13]3[N:14]=[C:15]([C:19]4[CH:24]=[CH:23][C:22]([O:25][C:26]5[CH:27]=[CH:28][CH:29]=[CH:30][CH:31]=5)=[CH:21][CH:20]=4)[C:16]([C:17]([NH2:18])=[O:32])=[C:12]3[NH:11][CH2:10][CH2:9]2)[CH:5]=[CH:6][CH:7]=1, predict the reactants needed to synthesize it. The reactants are: [NH2:1][C:2]1[CH:3]=[C:4]([CH:8]2[N:13]3[N:14]=[C:15]([C:19]4[CH:24]=[CH:23][C:22]([O:25][C:26]5[CH:31]=[CH:30][CH:29]=[CH:28][CH:27]=5)=[CH:21][CH:20]=4)[C:16]([C:17]#[N:18])=[C:12]3[NH:11][CH2:10][CH2:9]2)[CH:5]=[CH:6][CH:7]=1.[OH-:32].[Na+].OO.